Dataset: Full USPTO retrosynthesis dataset with 1.9M reactions from patents (1976-2016). Task: Predict the reactants needed to synthesize the given product. (1) Given the product [CH3:24][C:25]1([CH3:40])[C:29]2=[N:30][CH:31]=[C:32]([N:34]3[CH2:39][CH2:38][O:37][CH2:36][CH2:35]3)[CH:33]=[C:28]2[N:27]([C:2]2[C:11]3[C:6](=[CH:7][C:8]([F:13])=[CH:9][C:10]=3[F:12])[N:5]=[C:4]([C:14]3[CH:22]=[CH:21][CH:20]=[C:19]4[C:15]=3[CH:16]=[CH:17][NH:18]4)[C:3]=2[CH3:23])[CH2:26]1, predict the reactants needed to synthesize it. The reactants are: Cl[C:2]1[C:11]2[C:6](=[CH:7][C:8]([F:13])=[CH:9][C:10]=2[F:12])[N:5]=[C:4]([C:14]2[CH:22]=[CH:21][CH:20]=[C:19]3[C:15]=2[CH:16]=[CH:17][NH:18]3)[C:3]=1[CH3:23].[CH3:24][C:25]1([CH3:40])[C:29]2=[N:30][CH:31]=[C:32]([N:34]3[CH2:39][CH2:38][O:37][CH2:36][CH2:35]3)[CH:33]=[C:28]2[NH:27][CH2:26]1.C1(P(C2CCCCC2)C2C=CC=CC=2C2C(C(C)C)=CC(C(C)C)=CC=2C(C)C)CCCCC1.CC(C)([O-])C.[Na+]. (2) Given the product [N:21]1[CH:22]=[CH:23][CH:24]=[CH:25][C:20]=1[NH:19][C:3]([CH:5]1[CH2:11][CH2:10][O:9][C:8]2[CH:12]=[C:13]([CH2:16][CH3:17])[CH:14]=[CH:15][C:7]=2[C:6]1=[O:18])=[O:4], predict the reactants needed to synthesize it. The reactants are: CO[C:3]([CH:5]1[CH2:11][CH2:10][O:9][C:8]2[CH:12]=[C:13]([CH2:16][CH3:17])[CH:14]=[CH:15][C:7]=2[C:6]1=[O:18])=[O:4].[NH2:19][C:20]1[CH:25]=[CH:24][CH:23]=[CH:22][N:21]=1. (3) Given the product [Cl:12][C:8]1[N:7]=[C:6]2[N:5]([CH2:13][C:14]3[CH:22]=[CH:21][C:20]([O:23][CH3:24])=[CH:19][CH:18]=3)[N:4]=[CH:3][C:11]2=[CH:10][CH:9]=1, predict the reactants needed to synthesize it. The reactants are: C([C:3]1[C:11]2[C:6](=[N:7][C:8]([Cl:12])=[CH:9][CH:10]=2)[N:5]([CH2:13][CH3:14])[N:4]=1)C.ClCC1[CH:22]=[CH:21][C:20]([O:23][CH3:24])=[CH:19][CH:18]=1.C(=O)([O-])[O-].[K+].[K+]. (4) Given the product [Cl:1][CH2:2][CH2:3][CH2:4][C:5]1[CH:6]=[C:7]2[C:12](=[CH:13][C:14]=1[F:15])[N:11]([CH3:21])[C:10](=[O:16])[CH2:9][C:8]2([CH3:18])[CH3:17], predict the reactants needed to synthesize it. The reactants are: [Cl:1][CH2:2][CH2:3][CH2:4][C:5]1[CH:6]=[C:7]2[C:12](=[CH:13][C:14]=1[F:15])[NH:11][C:10](=[O:16])[CH2:9][C:8]2([CH3:18])[CH3:17].[H-].[Na+].[CH3:21]I.